Dataset: Ames mutagenicity test results for genotoxicity prediction. Task: Regression/Classification. Given a drug SMILES string, predict its toxicity properties. Task type varies by dataset: regression for continuous values (e.g., LD50, hERG inhibition percentage) or binary classification for toxic/non-toxic outcomes (e.g., AMES mutagenicity, cardiotoxicity, hepatotoxicity). Dataset: ames. The drug is O=C(O)c1cc(N=Nc2ccc(S(=O)(=O)Nc3ccccn3)cc2)ccc1O. The result is 0 (non-mutagenic).